This data is from Peptide-MHC class II binding affinity with 134,281 pairs from IEDB. The task is: Regression. Given a peptide amino acid sequence and an MHC pseudo amino acid sequence, predict their binding affinity value. This is MHC class II binding data. (1) The peptide sequence is RWQVVAPQLPDDLMI. The MHC is HLA-DQA10401-DQB10402 with pseudo-sequence HLA-DQA10401-DQB10402. The binding affinity (normalized) is 0.207. (2) The peptide sequence is STEQNVPDPQVGITT. The MHC is DRB1_1302 with pseudo-sequence DRB1_1302. The binding affinity (normalized) is 0.0384. (3) The peptide sequence is DDCVAIGTGSSNIVI. The MHC is HLA-DPA10201-DPB10101 with pseudo-sequence HLA-DPA10201-DPB10101. The binding affinity (normalized) is 0.221. (4) The peptide sequence is TATYGGKWLDAKSTW. The MHC is DRB3_0101 with pseudo-sequence DRB3_0101. The binding affinity (normalized) is 0.184. (5) The MHC is DRB1_0101 with pseudo-sequence DRB1_0101. The peptide sequence is PFKYVKDRVDEVDHT. The binding affinity (normalized) is 0.260. (6) The peptide sequence is VENVRVAYGKCDSAG. The MHC is HLA-DQA10103-DQB10603 with pseudo-sequence HLA-DQA10103-DQB10603. The binding affinity (normalized) is 0.356.